From a dataset of Catalyst prediction with 721,799 reactions and 888 catalyst types from USPTO. Predict which catalyst facilitates the given reaction. (1) Reactant: [CH2:1]([O:3][C:4](=[O:19])[C:5]([NH:7][C:8]1[CH:9]=[CH:10][C:11]([Br:18])=[C:12]2[C:17]=1[N:16]=[CH:15][CH:14]=[CH:13]2)=[O:6])[CH3:2].[N+:20]([O-])([OH:22])=[O:21]. Product: [CH2:1]([O:3][C:4](=[O:19])[C:5]([NH:7][C:8]1[C:9]([N+:20]([O-:22])=[O:21])=[CH:10][C:11]([Br:18])=[C:12]2[C:17]=1[N:16]=[CH:15][CH:14]=[CH:13]2)=[O:6])[CH3:2]. The catalyst class is: 55. (2) Reactant: [CH3:1][C:2]([C:4]1[CH:9]=[CH:8][C:7]([O:10][CH3:11])=[C:6]([Cl:12])[CH:5]=1)=[O:3].[H-].[Na+].C([O:17][C:18](=O)[C:19]1[CH:24]=[CH:23][CH:22]=[N:21][CH:20]=1)C. Product: [Cl:12][C:6]1[CH:5]=[C:4]([C:2](=[O:3])[CH2:1][C:18]([C:19]2[CH:20]=[N:21][CH:22]=[CH:23][CH:24]=2)=[O:17])[CH:9]=[CH:8][C:7]=1[O:10][CH3:11]. The catalyst class is: 3. (3) Reactant: [CH2:1]([Li])[CH2:2][CH2:3][CH3:4].C1[C:14]2[C:9](=[CH:10][CH:11]=[CH:12][CH:13]=2)C=C1.IC. Product: [CH3:4][CH:3]1[C:14]2[C:9](=[CH:10][CH:11]=[CH:12][CH:13]=2)[CH:1]=[CH:2]1. The catalyst class is: 247. (4) Reactant: [CH3:1][C:2](=[O:12])[CH2:3][CH2:4][CH2:5][CH2:6][CH2:7][CH2:8][CH2:9][CH2:10][CH3:11].[CH2:13]([OH:16])[CH2:14][OH:15]. Product: [CH3:1][C:2](=[O:12])[CH2:3][CH2:4][CH2:5][CH2:6][CH2:7][CH2:8][CH2:9][CH2:10][CH3:11].[CH2:13]([OH:16])[CH2:14][OH:15]. The catalyst class is: 45. (5) Reactant: C(N(CC)C(C)C)(C)C.[C:10]([C:14]1[N:19]=[C:18]([C:20]2[CH:25]=[CH:24][C:23]([CH3:26])=[CH:22][CH:21]=2)[C:17]([C:27]([OH:29])=O)=[CH:16][CH:15]=1)([CH3:13])([CH3:12])[CH3:11].[F:30][C:31]1[N:36]=[C:35]([S:37]([NH2:40])(=[O:39])=[O:38])[CH:34]=[CH:33][CH:32]=1.CN(C(ON1N=NC2C=CC=NC1=2)=[N+](C)C)C.F[P-](F)(F)(F)(F)F. Product: [C:10]([C:14]1[N:19]=[C:18]([C:20]2[CH:25]=[CH:24][C:23]([CH3:26])=[CH:22][CH:21]=2)[C:17]([C:27]([NH:40][S:37]([C:35]2[CH:34]=[CH:33][CH:32]=[C:31]([F:30])[N:36]=2)(=[O:38])=[O:39])=[O:29])=[CH:16][CH:15]=1)([CH3:11])([CH3:13])[CH3:12]. The catalyst class is: 9. (6) Reactant: Cl[C:2]1[C:11]2[C:6](=[CH:7][CH:8]=[CH:9][CH:10]=2)[C:5]([C:12]2[CH:17]=[CH:16][C:15]([F:18])=[CH:14][CH:13]=2)=[N:4][N:3]=1.[CH2:19]([C@H:21]1[CH2:26][NH:25][CH2:24][CH2:23][N:22]1[C:27]([O:29][C:30]([CH3:33])([CH3:32])[CH3:31])=[O:28])[CH3:20].C([O-])([O-])=O.[K+].[K+].O. Product: [CH2:19]([C@H:21]1[CH2:26][N:25]([C:2]2[C:11]3[C:6](=[CH:7][CH:8]=[CH:9][CH:10]=3)[C:5]([C:12]3[CH:17]=[CH:16][C:15]([F:18])=[CH:14][CH:13]=3)=[N:4][N:3]=2)[CH2:24][CH2:23][N:22]1[C:27]([O:29][C:30]([CH3:31])([CH3:33])[CH3:32])=[O:28])[CH3:20]. The catalyst class is: 16. (7) Reactant: [N:1]1[C:9]([NH2:10])=[C:8]2[C:4]([N:5]=[CH:6][NH:7]2)=[N:3][CH:2]=1.[H-].[Na+].[CH2:13](Br)[C:14]1[CH:19]=[CH:18][CH:17]=[CH:16][CH:15]=1. Product: [CH2:13]([N:5]1[CH:6]=[N:7][C:8]2[C:4]1=[N:3][CH:2]=[N:1][C:9]=2[NH2:10])[C:14]1[CH:19]=[CH:18][CH:17]=[CH:16][CH:15]=1. The catalyst class is: 3. (8) Reactant: [Cl:1][C:2]1[C:3]([F:17])=[C:4]([CH:8]=[C:9]([S:11]([NH:14][CH2:15][CH3:16])(=[O:13])=[O:12])[CH:10]=1)[C:5]([OH:7])=O.[CH2:18](Cl)CCl.C1C=C[C:25]2N(O)[N:29]=[N:28][C:26]=2[CH:27]=1.CC([C:36]1[S:40][C:39](N)=[N:38]N=1)(C)C. Product: [Cl:1][C:2]1[C:3]([F:17])=[C:4]([CH:8]=[C:9]([S:11]([NH:14][CH2:15][CH3:16])(=[O:13])=[O:12])[CH:10]=1)[C:5]([NH:38][CH:39]1[N:28]([C:26]([CH3:25])([CH3:27])[CH3:18])[N:29]=[CH:36][S:40]1)=[O:7]. The catalyst class is: 85. (9) Reactant: [C:1]1([C:7]2[N:8]=[CH:9][N:10]([CH:12]3[CH2:17][CH2:16]N(C(C4CCC(F)(F)CC4)=O)[CH2:14][CH2:13]3)[CH:11]=2)[CH:6]=[CH:5][CH:4]=[CH:3][CH:2]=1.[CH:28]1([NH2:34])[CH2:33][CH2:32][CH2:31][CH2:30][CH2:29]1.CCN=C=NC[CH2:41][CH2:42]N(C)C.Cl.C1C=CC2N([OH:56])N=NC=2C=1. Product: [CH:28]1([NH:34][C:41]([C@H:42]2[CH2:14][CH2:13][C@@H:12]([N:10]3[CH:11]=[C:7]([C:1]4[CH:2]=[CH:3][CH:4]=[CH:5][CH:6]=4)[N:8]=[CH:9]3)[CH2:17][CH2:16]2)=[O:56])[CH2:33][CH2:32][CH2:31][CH2:30][CH2:29]1. The catalyst class is: 289.